From a dataset of Acute oral toxicity (LD50) regression data from Zhu et al.. Regression/Classification. Given a drug SMILES string, predict its toxicity properties. Task type varies by dataset: regression for continuous values (e.g., LD50, hERG inhibition percentage) or binary classification for toxic/non-toxic outcomes (e.g., AMES mutagenicity, cardiotoxicity, hepatotoxicity). Dataset: ld50_zhu. (1) The drug is CN(N=O)C1CCS(=O)(=O)C1. The rat oral LD50 is 2.38, given as -log10 of the dose in mol/kg body weight (higher means more acutely toxic). (2) The molecule is O=CNC(Cc1ccc(N(CCCl)CCCl)cc1)C(=O)O. The rat oral LD50 is 2.68, given as -log10 of the dose in mol/kg body weight (higher means more acutely toxic). (3) The compound is CCCCCCCC[Si](OCC)(OCC)OCC. The rat oral LD50 is 1.50, given as -log10 of the dose in mol/kg body weight (higher means more acutely toxic). (4) The rat oral LD50 is 3.25, given as -log10 of the dose in mol/kg body weight (higher means more acutely toxic). The molecule is CCCSP(C)(=S)Oc1ccc(Cl)cc1Cl. (5) The drug is C=CC(=O)OCCOC(=O)c1ccc(C(=O)O)cc1C(=O)O. The rat oral LD50 is 1.99, given as -log10 of the dose in mol/kg body weight (higher means more acutely toxic).